This data is from Forward reaction prediction with 1.9M reactions from USPTO patents (1976-2016). The task is: Predict the product of the given reaction. (1) Given the reactants Br[CH2:2][CH2:3][CH2:4][CH2:5][CH2:6][C:7]1[C:13]2[CH:14]=[CH:15][C:16]([OH:18])=[CH:17][C:12]=2[CH2:11][CH2:10][CH2:9][C:8]=1[C:19]1[CH:24]=[CH:23][C:22]([OH:25])=[C:21]([F:26])[CH:20]=1.[CH3:27][NH:28][CH2:29][CH2:30][CH2:31][S:32][CH2:33][CH2:34][CH2:35][C:36]([F:42])([F:41])[C:37]([F:40])([F:39])[F:38], predict the reaction product. The product is: [F:26][C:21]1[CH:20]=[C:19]([C:8]2[CH2:9][CH2:10][CH2:11][C:12]3[CH:17]=[C:16]([OH:18])[CH:15]=[CH:14][C:13]=3[C:7]=2[CH2:6][CH2:5][CH2:4][CH2:3][CH2:2][N:28]([CH3:27])[CH2:29][CH2:30][CH2:31][S:32][CH2:33][CH2:34][CH2:35][C:36]([F:42])([F:41])[C:37]([F:38])([F:39])[F:40])[CH:24]=[CH:23][C:22]=1[OH:25]. (2) Given the reactants [CH2:1]([O:8][C:9]([NH:11][CH2:12][C:13]([NH:15][C:16]1[CH:24]=[CH:23][CH:22]=[CH:21][C:17]=1[C:18]([OH:20])=O)=O)=[O:10])[C:2]1[CH:7]=[CH:6][CH:5]=[CH:4][CH:3]=1.C(N1C=CN=C1)(N1C=CN=C1)=O.[F:37][C:38]1[CH:44]=[CH:43][C:41]([NH2:42])=[CH:40][CH:39]=1.C(OCC)(=O)C, predict the reaction product. The product is: [CH2:1]([O:8][C:9](=[O:10])[NH:11][CH2:12][C:13]1[N:42]([C:41]2[CH:43]=[CH:44][C:38]([F:37])=[CH:39][CH:40]=2)[C:18](=[O:20])[C:17]2[C:16](=[CH:24][CH:23]=[CH:22][CH:21]=2)[N:15]=1)[C:2]1[CH:3]=[CH:4][CH:5]=[CH:6][CH:7]=1.